Dataset: Reaction yield outcomes from USPTO patents with 853,638 reactions. Task: Predict the reaction yield, written as a fraction of the theoretical maximum amount of product (1.0 means a 100% yield; for example, 0.34 means a 34% yield). The reactants are [Br:1][C:2]1[CH:3]=[C:4]([C:8]([F:11])=[CH:9][N:10]=1)[C:5]([OH:7])=O.S(Cl)(Cl)=O.[CH3:16][N:17]([CH3:25])[CH:18]=[CH:19][C:20]([O:22][CH2:23][CH3:24])=[O:21].C(N(CC)CC)C. The catalyst is C1(C)C=CC=CC=1.C1COCC1.O. The product is [Br:1][C:2]1[CH:3]=[C:4]([C:8]([F:11])=[CH:9][N:10]=1)[C:5]([C:19](=[CH:18][N:17]([CH3:25])[CH3:16])[C:20]([O:22][CH2:23][CH3:24])=[O:21])=[O:7]. The yield is 0.730.